This data is from Full USPTO retrosynthesis dataset with 1.9M reactions from patents (1976-2016). The task is: Predict the reactants needed to synthesize the given product. (1) Given the product [CH3:10][C:11]1[CH:12]=[C:13]2[NH:16][C:3]([CH3:5])=[CH:2][C:1](=[O:7])[N:14]2[N:15]=1, predict the reactants needed to synthesize it. The reactants are: [C:1]([O:7]CC)(=O)[CH2:2][C:3]([CH3:5])=O.[CH3:10][C:11]1[CH:12]=[C:13]([NH2:16])[NH:14][N:15]=1. (2) The reactants are: Br[CH2:2][C:3]1[CH:4]=[C:5]([CH:9]=[CH:10][CH:11]=1)[C:6]([OH:8])=[O:7].[C:12]([O-:15])(=[S:14])[CH3:13].[K+]. Given the product [C:12]([S:14][CH2:2][C:3]1[CH:4]=[C:5]([CH:9]=[CH:10][CH:11]=1)[C:6]([OH:8])=[O:7])(=[O:15])[CH3:13], predict the reactants needed to synthesize it. (3) Given the product [CH3:1][O:2][C:3]1[CH:4]=[C:5]2[C:10](=[CH:11][C:12]=1[O:13][CH3:14])[N:9]=[CH:8][CH:7]=[C:6]2[O:15][C:16]1[CH:22]=[CH:21][C:19]([NH:20][C:36]([NH:51][C@H:49]([C:45]2[S:44][CH:48]=[CH:47][N:46]=2)[CH3:50])=[O:42])=[C:18]([O:23][CH3:24])[CH:17]=1, predict the reactants needed to synthesize it. The reactants are: [CH3:1][O:2][C:3]1[CH:4]=[C:5]2[C:10](=[CH:11][C:12]=1[O:13][CH3:14])[N:9]=[CH:8][CH:7]=[C:6]2[O:15][C:16]1[CH:22]=[CH:21][C:19]([NH2:20])=[C:18]([O:23][CH3:24])[CH:17]=1.C(N(CC)CC)C.ClC(Cl)(O[C:36](=[O:42])OC(Cl)(Cl)Cl)Cl.[S:44]1[CH:48]=[CH:47][N:46]=[C:45]1[C@@H:49]([NH2:51])[CH3:50]. (4) Given the product [N+:20]([N:19]1[CH:18]=[CH:17][N:16]=[C:15]1[S:14][C:11]1[CH:12]=[CH:13][C:8]([N+:5]([O-:7])=[O:6])=[CH:9][CH:10]=1)([O-:22])=[O:21], predict the reactants needed to synthesize it. The reactants are: C(Cl)(Cl)Cl.[N+:5]([C:8]1[CH:13]=[CH:12][C:11]([S:14][C:15]2[NH:16][CH:17]=[CH:18][N:19]=2)=[CH:10][CH:9]=1)([O-:7])=[O:6].[N+:20]([O-])([O-:22])=[O:21].FC(F)(F)C(O)=O. (5) Given the product [CH2:15]([O:14][C:12]([C:5]1[CH:6]=[N:7][C:8]2[C:3]([CH:4]=1)=[C:2]([N:73]1[CH2:74][CH2:75][C:70]([F:76])([F:69])[CH2:71][CH2:72]1)[CH:11]=[N:10][CH:9]=2)=[O:13])[CH3:16], predict the reactants needed to synthesize it. The reactants are: Br[C:2]1[CH:11]=[N:10][CH:9]=[C:8]2[C:3]=1[CH:4]=[C:5]([C:12]([O:14][CH2:15][CH3:16])=[O:13])[CH:6]=[N:7]2.C1(C2C3C(=CC=CC=3)C=CC=2P(C2C=CC=CC=2)C2C=CC=CC=2)C2C(=CC=CC=2)C=CC=1P(C1C=CC=CC=1)C1C=CC=CC=1.C(=O)([O-])[O-].[Cs+].[Cs+].[F:69][C:70]1([F:76])[CH2:75][CH2:74][NH:73][CH2:72][CH2:71]1. (6) Given the product [Cl:31][C:30]([Cl:33])([Cl:32])[CH2:29][O:28][C:26]([NH:20][CH2:18][CH:10]([NH:9][C:7](=[O:8])[C:6]1[CH:5]=[CH:4][C:3]([CH3:2])=[CH:17][CH:16]=1)[CH:11]([CH3:12])[CH3:35])=[O:27], predict the reactants needed to synthesize it. The reactants are: Cl.[CH3:2][C:3]1[CH:17]=[CH:16][C:6]([C:7]([NH:9][CH2:10][CH:11](N)[CH:12](C)C)=[O:8])=[CH:5][CH:4]=1.[CH2:18]([N:20](CC)CC)C.Cl[C:26]([O:28][CH2:29][C:30]([Cl:33])([Cl:32])[Cl:31])=[O:27].Cl[CH2:35]Cl. (7) Given the product [C:28]([C:18]1[CH:17]=[C:16]([NH:15][C:13]([NH:12][CH2:11][C:10]2[CH:32]=[CH:33][CH:34]=[CH:35][C:9]=2[O:8][C:6]2[CH:5]=[CH:4][N:3]=[C:2]([N:36]3[CH2:41][CH2:40][CH2:39][CH:38]([C:42]([NH2:44])=[O:43])[CH2:37]3)[N:7]=2)=[O:14])[N:20]([C:21]2[CH:26]=[CH:25][C:24]([CH3:27])=[CH:23][CH:22]=2)[N:19]=1)([CH3:31])([CH3:30])[CH3:29], predict the reactants needed to synthesize it. The reactants are: Cl[C:2]1[N:7]=[C:6]([O:8][C:9]2[CH:35]=[CH:34][CH:33]=[CH:32][C:10]=2[CH2:11][NH:12][C:13]([NH:15][C:16]2[N:20]([C:21]3[CH:26]=[CH:25][C:24]([CH3:27])=[CH:23][CH:22]=3)[N:19]=[C:18]([C:28]([CH3:31])([CH3:30])[CH3:29])[CH:17]=2)=[O:14])[CH:5]=[CH:4][N:3]=1.[NH:36]1[CH2:41][CH2:40][CH2:39][CH:38]([C:42]([NH2:44])=[O:43])[CH2:37]1.C(=O)([O-])[O-].[Na+].[Na+]. (8) The reactants are: C(=O)([O-])[O-].[K+].[K+].[F:7][C:8]1[CH:13]=[CH:12][C:11]([NH:14][C:15](=[O:21])[O:16][C:17]([CH3:20])([CH3:19])[CH3:18])=[C:10]([NH:22][C:23]2[N:28]=[C:27](SC#N)[C:26]([N+:32]([O-:34])=[O:33])=[CH:25][N:24]=2)[CH:9]=1.[OH:35][C@H:36]1[CH2:41][CH2:40][C@H:39]([NH2:42])[CH2:38][CH2:37]1. Given the product [F:7][C:8]1[CH:13]=[CH:12][C:11]([NH:14][C:15](=[O:21])[O:16][C:17]([CH3:19])([CH3:18])[CH3:20])=[C:10]([NH:22][C:23]2[N:28]=[C:27]([NH:42][C@H:39]3[CH2:40][CH2:41][C@H:36]([OH:35])[CH2:37][CH2:38]3)[C:26]([N+:32]([O-:34])=[O:33])=[CH:25][N:24]=2)[CH:9]=1, predict the reactants needed to synthesize it. (9) The reactants are: [O:1]1[CH:5]=[CH:4][C:3]([C:6]2[CH:7]=[C:8]([NH2:15])[CH:9]=[C:10]([N+:12]([O-:14])=[O:13])[CH:11]=2)=[CH:2]1.C(N(CC)CC)C.[F:23][C:24]([F:37])([F:36])[S:25](O[S:25]([C:24]([F:37])([F:36])[F:23])(=[O:27])=[O:26])(=[O:27])=[O:26].[OH-].[Na+]. Given the product [F:23][C:24]([F:37])([F:36])[S:25]([NH:15][C:8]1[CH:9]=[C:10]([N+:12]([O-:14])=[O:13])[CH:11]=[C:6]([C:3]2[CH:4]=[CH:5][O:1][CH:2]=2)[CH:7]=1)(=[O:27])=[O:26], predict the reactants needed to synthesize it.